Task: Predict the product of the given reaction.. Dataset: Forward reaction prediction with 1.9M reactions from USPTO patents (1976-2016) Given the reactants [C:1]([O:5][C:6]([N:8]1[CH2:13][CH2:12][N:11](CC2N3C=C(C4C=CC=CC=4N)N=C3SC=2)[CH2:10][CH2:9]1)=[O:7])([CH3:4])([CH3:3])[CH3:2].[N+:30]([C:33]1[CH:38]=[CH:37][CH:36]=[CH:35][C:34]=1[C:39]1[N:40]=[C:41]2[N:45]([CH:46]=1)[CH:44]=[C:43]([CH2:47]O)[S:42]2)([O-])=O, predict the reaction product. The product is: [C:1]([O:5][C:6]([N:8]1[CH2:13][CH2:12][N:11]([CH2:47][C:43]2[S:42][C:41]3=[N:40][C:39]([C:34]4[CH:35]=[CH:36][CH:37]=[CH:38][C:33]=4[NH2:30])=[CH:46][N:45]3[CH:44]=2)[CH2:10][CH2:9]1)=[O:7])([CH3:4])([CH3:2])[CH3:3].